This data is from Full USPTO retrosynthesis dataset with 1.9M reactions from patents (1976-2016). The task is: Predict the reactants needed to synthesize the given product. (1) Given the product [Cl:1][C:2]1[CH:3]=[C:4]([CH2:9][O:10][C:11]2[N:15]([C:16]3[CH:21]=[C:20]([C:22]([O:24][CH3:25])=[O:23])[CH:19]=[CH:18][N:17]=3)[N:14]=[CH:13][CH:12]=2)[CH:5]=[CH:6][C:7]=1[CH3:8], predict the reactants needed to synthesize it. The reactants are: [Cl:1][C:2]1[CH:3]=[C:4]([CH2:9][O:10][C:11]2[N:15]([C:16]3[CH:21]=[C:20]([C:22]([OH:24])=[O:23])[CH:19]=[CH:18][N:17]=3)[N:14]=[CH:13][CH:12]=2)[CH:5]=[CH:6][C:7]=1[CH3:8].[C:25](#N)C.O. (2) Given the product [ClH:79].[N:1]1([C:7]([C:9]2[C:14]([C:15]3[CH:16]=[CH:17][C:18]4[C:19]5[NH:33][N:32]=[CH:31][C:20]=5[C:21](=[O:30])[N:22]([CH2:25][C:26]([F:27])([F:29])[F:28])[C:23]=4[CH:24]=3)=[CH:13][CH:12]=[CH:11][N:10]=2)=[O:8])[CH2:6][CH2:5][O:4][CH2:3][CH2:2]1, predict the reactants needed to synthesize it. The reactants are: [N:1]1([C:7]([C:9]2[C:14]([C:15]3[CH:16]=[CH:17][C:18]4[C:19]5[N:33](C6CCCCO6)[N:32]=[CH:31][C:20]=5[C:21](=[O:30])[N:22]([CH2:25][C:26]([F:29])([F:28])[F:27])[C:23]=4[CH:24]=3)=[CH:13][CH:12]=[CH:11][N:10]=2)=[O:8])[CH2:6][CH2:5][O:4][CH2:3][CH2:2]1.N1(C(C2C(C3C=CC4C5NN(C6CCCCO6)CC=5C(=O)N(CC(F)(F)F)C=4C=3)=CC=CN=2)=O)CCOCC1.[ClH:79]. (3) Given the product [OH:28][CH2:24][CH2:25][C:26]1[O:1][C:2]2[CH:7]=[CH:6][C:5]([C:8]3[CH:13]=[CH:12][C:11]([C:14]#[N:15])=[CH:10][CH:9]=3)=[CH:4][C:3]=2[CH:27]=1, predict the reactants needed to synthesize it. The reactants are: [OH:1][C:2]1[CH:7]=[CH:6][C:5]([C:8]2[CH:13]=[CH:12][C:11]([C:14]#[N:15])=[CH:10][CH:9]=2)=[CH:4][C:3]=1I.C(N(CC)CC)C.[CH2:24]([OH:28])[CH2:25][C:26]#[CH:27]. (4) Given the product [F:1][C:2]1[CH:3]=[C:4]2[C:8](=[CH:9][CH:10]=1)[NH:7][C:6](=[O:11])[CH2:5]2, predict the reactants needed to synthesize it. The reactants are: [F:1][C:2]1[CH:3]=[C:4]2[C:8](=[CH:9][CH:10]=1)[NH:7][C:6](=[O:11])[C:5]2=O.O.NN.Cl.